Dataset: Catalyst prediction with 721,799 reactions and 888 catalyst types from USPTO. Task: Predict which catalyst facilitates the given reaction. (1) Reactant: [C:12]([O:11][C:9](O[C:9]([O:11][C:12]([CH3:15])([CH3:14])[CH3:13])=[O:10])=[O:10])([CH3:15])([CH3:14])[CH3:13].[OH:16][CH2:17][C@@H:18]1[CH2:22][CH2:21][CH2:20][NH:19]1. Product: [C:9]([N:19]1[CH2:20][CH2:21][CH2:22][C@H:18]1[CH2:17][OH:16])([O:11][C:12]([CH3:13])([CH3:14])[CH3:15])=[O:10]. The catalyst class is: 74. (2) Reactant: [C-:1]#[N:2].[K+].Br[CH2:5][C:6](=[O:12])[CH2:7][C:8]([O:10][CH3:11])=[O:9].Cl. Product: [C:1]([CH2:5][C:6](=[O:12])[CH2:7][C:8]([O:10][CH3:11])=[O:9])#[N:2]. The catalyst class is: 5. (3) Reactant: [OH:1][C:2]1[C:14]2[O:13][C:9]3([CH2:12][CH2:11][CH2:10]3)[CH2:8][C:7](=[O:15])[C:6]=2[CH:5]=[CH:4][CH:3]=1.Cl[CH:17]([F:19])[F:18].C(=O)([O-])[O-].[K+].[K+]. Product: [F:18][CH:17]([F:19])[O:1][C:2]1[C:14]2[O:13][C:9]3([CH2:10][CH2:11][CH2:12]3)[CH2:8][C:7](=[O:15])[C:6]=2[CH:5]=[CH:4][CH:3]=1. The catalyst class is: 3. (4) Reactant: CS(Cl)(=O)=O.[CH3:6][S:7]([C:10]1[CH:15]=[CH:14][C:13]([C:16]2[CH:21]=[CH:20][C:19]([C:22]3[O:23][C:24]([CH3:30])=[C:25]([CH2:27][CH2:28]O)[N:26]=3)=[CH:18][CH:17]=2)=[CH:12][CH:11]=1)(=[O:9])=[O:8].C(N(CC)CC)C.[CH3:38][NH:39][CH:40]([CH3:42])[CH3:41]. Product: [CH:40]([N:39]([CH2:28][CH2:27][C:25]1[N:26]=[C:22]([C:19]2[CH:18]=[CH:17][C:16]([C:13]3[CH:12]=[CH:11][C:10]([S:7]([CH3:6])(=[O:9])=[O:8])=[CH:15][CH:14]=3)=[CH:21][CH:20]=2)[O:23][C:24]=1[CH3:30])[CH3:38])([CH3:42])[CH3:41]. The catalyst class is: 489. (5) Reactant: [Cl:1][C:2]1[CH:11]=[CH:10][C:5]([C:6](OC)=[O:7])=[CH:4][C:3]=1[O:12][CH2:13][C:14]1[CH:19]=[CH:18][CH:17]=[CH:16][CH:15]=1.[H-].[Al+3].[Li+].[H-].[H-].[H-]. Product: [Cl:1][C:2]1[CH:11]=[CH:10][C:5]([CH2:6][OH:7])=[CH:4][C:3]=1[O:12][CH2:13][C:14]1[CH:15]=[CH:16][CH:17]=[CH:18][CH:19]=1. The catalyst class is: 7.